Dataset: Forward reaction prediction with 1.9M reactions from USPTO patents (1976-2016). Task: Predict the product of the given reaction. (1) Given the reactants C(O[C:4]([C:6]1([CH2:13][CH2:14]OC)[CH2:11][CH2:10][NH:9][C:8](=[O:12])[CH2:7]1)=[O:5])C.[F:17][C:18]([F:28])([F:27])[O:19][C:20]1[CH:26]=[CH:25][C:23]([NH2:24])=[CH:22][CH:21]=1.[Cl-].C[Al+]C, predict the reaction product. The product is: [F:17][C:18]([F:27])([F:28])[O:19][C:20]1[CH:21]=[CH:22][C:23]([N:24]2[CH2:14][CH2:13][C:6]3([CH2:11][CH2:10][NH:9][C:8](=[O:12])[CH2:7]3)[C:4]2=[O:5])=[CH:25][CH:26]=1. (2) The product is: [Cl-:12].[CH2:13]([N:15]([CH2:30][CH3:31])[C:16]1[CH:21]=[CH:20][C:19]([C:22]2[N:7]([C:6]3[CH:8]=[CH:9][C:3]([O:2][CH3:1])=[CH:4][CH:5]=3)[CH:10]=[N+:25]3[CH:26]=[CH:27][CH:28]=[CH:29][C:24]=23)=[CH:18][CH:17]=1)[CH3:14]. Given the reactants [CH3:1][O:2][C:3]1[CH:9]=[CH:8][C:6]([NH2:7])=[CH:5][CH:4]=1.[CH2:10]=O.[ClH:12].[CH2:13]([N:15]([CH2:30][CH3:31])[C:16]1[CH:21]=[CH:20][C:19]([C:22]([C:24]2[CH:29]=[CH:28][CH:27]=[CH:26][N:25]=2)=O)=[CH:18][CH:17]=1)[CH3:14], predict the reaction product.